This data is from NCI-60 drug combinations with 297,098 pairs across 59 cell lines. The task is: Regression. Given two drug SMILES strings and cell line genomic features, predict the synergy score measuring deviation from expected non-interaction effect. (1) Drug 1: CC1=C(C(=O)C2=C(C1=O)N3CC4C(C3(C2COC(=O)N)OC)N4)N. Drug 2: C1CNP(=O)(OC1)N(CCCl)CCCl. Cell line: HOP-62. Synergy scores: CSS=37.2, Synergy_ZIP=5.02, Synergy_Bliss=5.60, Synergy_Loewe=-39.7, Synergy_HSA=1.81. (2) Drug 1: CC(CN1CC(=O)NC(=O)C1)N2CC(=O)NC(=O)C2. Drug 2: CC1=CC=C(C=C1)C2=CC(=NN2C3=CC=C(C=C3)S(=O)(=O)N)C(F)(F)F. Cell line: SN12C. Synergy scores: CSS=25.0, Synergy_ZIP=-2.43, Synergy_Bliss=1.31, Synergy_Loewe=0.889, Synergy_HSA=1.96. (3) Drug 1: C1CN1P(=S)(N2CC2)N3CC3. Drug 2: CC1CCCC2(C(O2)CC(NC(=O)CC(C(C(=O)C(C1O)C)(C)C)O)C(=CC3=CSC(=N3)C)C)C. Cell line: OVCAR-8. Synergy scores: CSS=55.3, Synergy_ZIP=2.45, Synergy_Bliss=1.59, Synergy_Loewe=-13.2, Synergy_HSA=2.80. (4) Drug 1: CN(CCCl)CCCl.Cl. Drug 2: CCN(CC)CCCC(C)NC1=C2C=C(C=CC2=NC3=C1C=CC(=C3)Cl)OC. Cell line: TK-10. Synergy scores: CSS=14.9, Synergy_ZIP=-7.95, Synergy_Bliss=-0.370, Synergy_Loewe=-5.28, Synergy_HSA=0.878. (5) Drug 1: CCC(=C(C1=CC=CC=C1)C2=CC=C(C=C2)OCCN(C)C)C3=CC=CC=C3.C(C(=O)O)C(CC(=O)O)(C(=O)O)O. Drug 2: CC1=C(C=C(C=C1)NC(=O)C2=CC=C(C=C2)CN3CCN(CC3)C)NC4=NC=CC(=N4)C5=CN=CC=C5. Cell line: RPMI-8226. Synergy scores: CSS=18.7, Synergy_ZIP=-8.05, Synergy_Bliss=-1.96, Synergy_Loewe=3.51, Synergy_HSA=3.45. (6) Synergy scores: CSS=34.7, Synergy_ZIP=-5.61, Synergy_Bliss=4.47, Synergy_Loewe=-7.70, Synergy_HSA=6.79. Cell line: CAKI-1. Drug 1: CN1CCC(CC1)COC2=C(C=C3C(=C2)N=CN=C3NC4=C(C=C(C=C4)Br)F)OC. Drug 2: CCN(CC)CCCC(C)NC1=C2C=C(C=CC2=NC3=C1C=CC(=C3)Cl)OC. (7) Drug 1: C1CN1C2=NC(=NC(=N2)N3CC3)N4CC4. Drug 2: CC1C(C(CC(O1)OC2CC(CC3=C2C(=C4C(=C3O)C(=O)C5=CC=CC=C5C4=O)O)(C(=O)C)O)N)O. Cell line: HCC-2998. Synergy scores: CSS=65.2, Synergy_ZIP=-3.28, Synergy_Bliss=0.740, Synergy_Loewe=-17.2, Synergy_HSA=2.95. (8) Drug 1: C1=CN(C(=O)N=C1N)C2C(C(C(O2)CO)O)O.Cl. Drug 2: C1CC(=O)NC(=O)C1N2C(=O)C3=CC=CC=C3C2=O. Cell line: SF-268. Synergy scores: CSS=15.2, Synergy_ZIP=-3.42, Synergy_Bliss=1.58, Synergy_Loewe=-14.3, Synergy_HSA=1.64.